Predict the product of the given reaction. From a dataset of Forward reaction prediction with 1.9M reactions from USPTO patents (1976-2016). (1) Given the reactants Cl.C(O[C:5]([C:7]1[CH:8]=[C:9]2[C:13](=[CH:14][CH:15]=1)[NH:12][N:11]=[C:10]2[C:16]1[CH:25]=[CH:24][C:23]2[C:18](=[CH:19][CH:20]=[C:21]([O:26][CH2:27][CH2:28][N:29]3[CH2:34][CH2:33][CH2:32][CH2:31][CH2:30]3)[CH:22]=2)[CH:17]=1)=[NH:6])C.[N:35]1([CH2:40][C:41]([NH:43][NH2:44])=O)[CH2:39][CH2:38][CH2:37][CH2:36]1.C(N(CC)CC)C, predict the reaction product. The product is: [N:29]1([CH2:28][CH2:27][O:26][C:21]2[CH:22]=[C:23]3[C:18](=[CH:19][CH:20]=2)[CH:17]=[C:16]([C:10]2[C:9]4[C:13](=[CH:14][CH:15]=[C:7]([C:5]5[N:6]=[C:41]([CH2:40][N:35]6[CH2:39][CH2:38][CH2:37][CH2:36]6)[NH:43][N:44]=5)[CH:8]=4)[NH:12][N:11]=2)[CH:25]=[CH:24]3)[CH2:34][CH2:33][CH2:32][CH2:31][CH2:30]1. (2) Given the reactants C[O:2][C:3]1[CH:4]=[C:5]2[C:10](=[CH:11][CH:12]=1)[CH2:9][NH:8][CH2:7][CH2:6]2.[BrH:13], predict the reaction product. The product is: [BrH:13].[OH:2][C:3]1[CH:4]=[C:5]2[C:10](=[CH:11][CH:12]=1)[CH2:9][NH:8][CH2:7][CH2:6]2. (3) Given the reactants Cl[C:2]1[C:11]([N:12]([CH:14]([CH3:16])[CH3:15])[CH3:13])=[N:10][C:9]2[C:4](=[CH:5][CH:6]=[C:7]([C:17]([O:19][CH3:20])=[O:18])[CH:8]=2)[N:3]=1.[C:21]([C:24]1[CH:29]=[CH:28][C:27](B(O)O)=[CH:26][CH:25]=1)(=[O:23])[NH2:22].[O-]P([O-])([O-])=O.[K+].[K+].[K+], predict the reaction product. The product is: [C:21]([C:24]1[CH:29]=[CH:28][C:27]([C:2]2[C:11]([N:12]([CH:14]([CH3:16])[CH3:15])[CH3:13])=[N:10][C:9]3[C:4](=[CH:5][CH:6]=[C:7]([C:17]([O:19][CH3:20])=[O:18])[CH:8]=3)[N:3]=2)=[CH:26][CH:25]=1)(=[O:23])[NH2:22]. (4) Given the reactants O[CH2:2][CH2:3][O:4][CH:5]1[CH2:8][N:7]([C:9]2[CH:14]=[CH:13][C:12]([NH:15][C:16]3[CH:21]=[C:20]([O:22][CH3:23])[N:19]=[CH:18][C:17]=3[NH:24][C:25](=[O:27])[CH3:26])=[CH:11][CH:10]=2)[CH2:6]1.[C:28]([O:32][C:33]([NH:35][S:36]([NH2:39])(=[O:38])=[O:37])=[O:34])([CH3:31])([CH3:30])[CH3:29].C1(P(C2C=CC=CC=2)C2C=CC=CC=2)C=CC=CC=1.N(C(OCC)=O)=NC(OCC)=O, predict the reaction product. The product is: [C:28]([O:32][C:33]([NH:35][S:36]([NH:39][CH2:2][CH2:3][O:4][CH:5]1[CH2:8][N:7]([C:9]2[CH:14]=[CH:13][C:12]([NH:15][C:16]3[CH:21]=[C:20]([O:22][CH3:23])[N:19]=[CH:18][C:17]=3[NH:24][C:25](=[O:27])[CH3:26])=[CH:11][CH:10]=2)[CH2:6]1)(=[O:38])=[O:37])=[O:34])([CH3:31])([CH3:29])[CH3:30]. (5) Given the reactants [NH2:1][C:2]1[S:3][C:4]2[CH:10]=[C:9]([SH:11])[C:8]([C:12]([CH3:15])([CH3:14])[CH3:13])=[CH:7][C:5]=2[N:6]=1.N1C=CC=CC=1.[S:22](Br)([C:25]1[CH:31]=[CH:30][C:28]([CH3:29])=[CH:27][CH:26]=1)(=[O:24])=[O:23].C(Cl)(Cl)(Cl)Cl, predict the reaction product. The product is: [NH2:1][C:2]1[S:3][C:4]2[CH:10]=[C:9]([S:11][S:22]([C:25]3[CH:31]=[CH:30][C:28]([CH3:29])=[CH:27][CH:26]=3)(=[O:24])=[O:23])[C:8]([C:12]([CH3:15])([CH3:14])[CH3:13])=[CH:7][C:5]=2[N:6]=1. (6) Given the reactants [NH2:1][C:2]([C@:4]1([CH2:34][O:35][Si:36]([C:39]([CH3:42])([CH3:41])[CH3:40])([CH3:38])[CH3:37])[CH2:8][CH2:7][C@H:6]([C:9]2[CH:14]=[CH:13][C:12]([O:15][CH2:16][C:17]3[CH:22]=[CH:21][CH:20]=[CH:19][C:18]=3[F:23])=[CH:11][CH:10]=2)[N:5]1C(OCC1C=CC=CC=1)=O)=[O:3], predict the reaction product. The product is: [CH3:42][C:39]([Si:36]([CH3:38])([CH3:37])[O:35][CH2:34][C@@:4]1([C:2]([NH2:1])=[O:3])[CH2:8][CH2:7][C@H:6]([C:9]2[CH:14]=[CH:13][C:12]([O:15][CH2:16][C:17]3[CH:22]=[CH:21][CH:20]=[CH:19][C:18]=3[F:23])=[CH:11][CH:10]=2)[NH:5]1)([CH3:40])[CH3:41].